This data is from Full USPTO retrosynthesis dataset with 1.9M reactions from patents (1976-2016). The task is: Predict the reactants needed to synthesize the given product. (1) Given the product [C:1]([N:5]1[C:20]2[CH2:21][CH:22]3[N:17]([S:14]([C:11]4[CH:12]=[CH:13][C:8]([Cl:7])=[CH:9][CH:10]=4)(=[O:16])=[O:15])[CH:18]([CH2:25][CH2:24][CH2:23]3)[C:19]=2[CH:27]=[N:6]1)([CH3:4])([CH3:3])[CH3:2], predict the reactants needed to synthesize it. The reactants are: [C:1]([NH:5][NH2:6])([CH3:4])([CH3:3])[CH3:2].[Cl:7][C:8]1[CH:13]=[CH:12][C:11]([S:14]([N:17]2[CH:22]3[CH2:23][CH2:24][CH2:25][CH:18]2[C:19](=[CH:27]O)[C:20](=O)[CH2:21]3)(=[O:16])=[O:15])=[CH:10][CH:9]=1. (2) Given the product [CH2:34]([O:33][C:31](=[O:32])[CH2:30][N:23]1[CH2:22][CH2:21][C:20]2[C:25](=[CH:26][CH:27]=[CH:28][C:19]=2[C:16]2[N:15]=[C:14]([C:10]3[CH:9]=[C:8]4[C:13](=[CH:12][CH:11]=3)[N:5]([CH:2]([CH3:4])[CH3:3])[N:6]=[CH:7]4)[O:18][N:17]=2)[CH2:24]1)[CH3:35], predict the reactants needed to synthesize it. The reactants are: Cl.[CH:2]([N:5]1[C:13]2[C:8](=[CH:9][C:10]([C:14]3[O:18][N:17]=[C:16]([C:19]4[CH:28]=[CH:27][CH:26]=[C:25]5[C:20]=4[CH2:21][CH2:22][NH:23][CH2:24]5)[N:15]=3)=[CH:11][CH:12]=2)[CH:7]=[N:6]1)([CH3:4])[CH3:3].Br[CH2:30][C:31]([O:33][CH2:34][CH3:35])=[O:32]. (3) Given the product [Br:13][CH2:1][C:2]1[N:3]=[CH:4][C:5]([C:8]2[CH:12]=[CH:11][O:10][N:9]=2)=[CH:6][N:7]=1, predict the reactants needed to synthesize it. The reactants are: [CH3:1][C:2]1[N:7]=[CH:6][C:5]([C:8]2[CH:12]=[CH:11][O:10][N:9]=2)=[CH:4][N:3]=1.[Br:13]NC(=O)CCC(N)=O.C(OOC(=O)C1C=CC=CC=1)(=O)C1C=CC=CC=1. (4) Given the product [Cl:1][C:2]1[CH:3]=[C:4]([NH:8][C:9]2[CH:14]=[C:13]([NH:15][CH:16]3[CH2:21][CH2:20][N:19]([CH2:33][CH3:34])[CH2:18][CH2:17]3)[N:12]3[N:22]=[CH:23][C:24]([CH:25]=[C:26]4[NH:30][C:29](=[O:31])[NH:28][C:27]4=[O:32])=[C:11]3[N:10]=2)[CH:5]=[CH:6][CH:7]=1, predict the reactants needed to synthesize it. The reactants are: [Cl:1][C:2]1[CH:3]=[C:4]([NH:8][C:9]2[CH:14]=[C:13]([NH:15][CH:16]3[CH2:21][CH2:20][NH:19][CH2:18][CH2:17]3)[N:12]3[N:22]=[CH:23][C:24]([CH:25]=[C:26]4[NH:30][C:29](=[O:31])[NH:28][C:27]4=[O:32])=[C:11]3[N:10]=2)[CH:5]=[CH:6][CH:7]=1.[CH3:33][C:34](O)=O.C(=O)C.C(O[BH-](OC(=O)C)OC(=O)C)(=O)C.[Na+]. (5) Given the product [NH2:13][C:12]1[C:8]([C:6]([NH:5][CH2:4][CH2:3][C:1]#[N:2])=[O:7])=[N:9][N:10]([CH:16]2[CH2:21][CH2:20][CH2:19][CH2:18][O:17]2)[CH:11]=1, predict the reactants needed to synthesize it. The reactants are: [C:1]([CH2:3][CH2:4][NH:5][C:6]([C:8]1[C:12]([N+:13]([O-])=O)=[CH:11][N:10]([CH:16]2[CH2:21][CH2:20][CH2:19][CH2:18][O:17]2)[N:9]=1)=[O:7])#[N:2]. (6) Given the product [CH2:1]([O:3][C:4]([C:6]1[NH:7][C:8]2[C:13]([C:14]=1[Cl:26])=[CH:12][C:11]([C:15]1[CH:20]=[CH:19][C:18]([C:21]([F:23])([F:24])[F:22])=[CH:17][N:16]=1)=[CH:10][CH:9]=2)=[O:5])[CH3:2], predict the reactants needed to synthesize it. The reactants are: [CH2:1]([O:3][C:4]([C:6]1[NH:7][C:8]2[C:13]([CH:14]=1)=[CH:12][C:11]([C:15]1[CH:20]=[CH:19][C:18]([C:21]([F:24])([F:23])[F:22])=[CH:17][N:16]=1)=[CH:10][CH:9]=2)=[O:5])[CH3:2].C(Cl)(Cl)(Cl)[Cl:26]. (7) Given the product [Br:1][C:2]1[CH:11]=[C:10]2[C:5]([C:6]([NH:16][CH2:17][CH2:18][CH2:19][OH:20])=[C:7]([N+:13]([O-:15])=[O:14])[CH:8]=[N:9]2)=[CH:4][CH:3]=1, predict the reactants needed to synthesize it. The reactants are: [Br:1][C:2]1[CH:11]=[C:10]2[C:5]([CH:6]=[C:7]([N+:13]([O-:15])=[O:14])[C:8](Cl)=[N:9]2)=[CH:4][CH:3]=1.[NH2:16][CH:17](C)[CH2:18][CH2:19][OH:20]. (8) Given the product [Cl:46][C:45]1[CH:44]=[CH:43][C:26]([O:27][C:28]2[CH:29]=[CH:30][C:31]3[N:32]([N:34]=[C:35]([NH:37][C:38]([CH:40]4[CH2:42][CH2:41]4)=[O:39])[N:36]=3)[CH:33]=2)=[CH:25][C:24]=1[NH:23][C:7]([C:5]1[N:6]=[C:2]([CH3:1])[O:3][C:4]=1[C:10]([F:13])([F:12])[F:11])=[O:9], predict the reactants needed to synthesize it. The reactants are: [CH3:1][C:2]1[O:3][C:4]([C:10]([F:13])([F:12])[F:11])=[C:5]([C:7]([OH:9])=O)[N:6]=1.O1CCCC1.S(Cl)(Cl)=O.[NH2:23][C:24]1[CH:25]=[C:26]([CH:43]=[CH:44][C:45]=1[Cl:46])[O:27][C:28]1[CH:29]=[CH:30][C:31]2[N:32]([N:34]=[C:35]([NH:37][C:38]([CH:40]3[CH2:42][CH2:41]3)=[O:39])[N:36]=2)[CH:33]=1.